Dataset: Reaction yield outcomes from USPTO patents with 853,638 reactions. Task: Predict the reaction yield, written as a fraction of the theoretical maximum amount of product (1.0 means a 100% yield; for example, 0.34 means a 34% yield). (1) The reactants are [S:1]1[CH:5]=[CH:4][CH:3]=[C:2]1[CH2:6][NH:7][C:8]([C:10]1[NH:11][C:12]2[C:17]([CH:18]=1)=[CH:16][C:15](Br)=[CH:14][C:13]=2[Cl:20])=[O:9].[NH:21]1[CH:25]=[CH:24][C:23](B(O)O)=[N:22]1.O1CCOCC1. The catalyst is [O-]P([O-])([O-])=O.[K+].[K+].[K+].C1C=CC([P]([Pd]([P](C2C=CC=CC=2)(C2C=CC=CC=2)C2C=CC=CC=2)([P](C2C=CC=CC=2)(C2C=CC=CC=2)C2C=CC=CC=2)[P](C2C=CC=CC=2)(C2C=CC=CC=2)C2C=CC=CC=2)(C2C=CC=CC=2)C2C=CC=CC=2)=CC=1. The product is [S:1]1[CH:5]=[CH:4][CH:3]=[C:2]1[CH2:6][NH:7][C:8]([C:10]1[NH:11][C:12]2[C:17]([CH:18]=1)=[CH:16][C:15]([C:24]1[CH:25]=[N:21][NH:22][CH:23]=1)=[CH:14][C:13]=2[Cl:20])=[O:9]. The yield is 0.200. (2) The reactants are [NH2:1][C:2]1[N:7]=[N:6][C:5]([C:8]2[CH2:13][CH2:12][N:11]([C:14]([O:16][C:17]([CH3:20])([CH3:19])[CH3:18])=[O:15])[CH2:10][CH:9]=2)=[CH:4][CH:3]=1. The catalyst is C(O)C.[OH-].[OH-].[Pd+2]. The product is [NH2:1][C:2]1[N:7]=[N:6][C:5]([CH:8]2[CH2:9][CH2:10][N:11]([C:14]([O:16][C:17]([CH3:20])([CH3:19])[CH3:18])=[O:15])[CH2:12][CH2:13]2)=[CH:4][CH:3]=1. The yield is 0.620. (3) The reactants are [CH3:1][S:2][C:3]1[S:11][C:10]2[C:9](=O)[NH:8][CH:7]=[N:6][C:5]=2[CH:4]=1.P(Cl)(Cl)([Cl:15])=O. No catalyst specified. The product is [Cl:15][C:9]1[C:10]2[S:11][C:3]([S:2][CH3:1])=[CH:4][C:5]=2[N:6]=[CH:7][N:8]=1. The yield is 0.810. (4) No catalyst specified. The reactants are [Cl:1][C:2]1[N:7]=[C:6](Cl)[C:5]([I:9])=[CH:4][N:3]=1.[NH2:10][CH2:11][CH2:12][NH:13][C:14](=[O:16])[CH3:15]. The yield is 0.710. The product is [Cl:1][C:2]1[N:7]=[C:6]([NH:10][CH2:11][CH2:12][NH:13][C:14](=[O:16])[CH3:15])[C:5]([I:9])=[CH:4][N:3]=1. (5) The product is [C:19]([O:6][CH2:1][C:2]#[C:3][CH2:4][N:13]1[CH2:18][CH2:17][CH:16]([CH2:28][C:7]2[CH:12]=[CH:11][CH:10]=[CH:9][CH:8]=2)[CH2:15][CH2:14]1)(=[O:26])[C:20]1[CH:25]=[CH:24][CH:23]=[CH:22][CH:21]=1. The reactants are [CH2:1]([OH:6])[C:2]#[C:3][CH2:4]O.[CH:7]1[CH:12]=[CH:11][CH:10]=[CH:9][CH:8]=1.[N:13]1[CH:18]=[CH:17][CH:16]=[CH:15][CH:14]=1.[C:19](Cl)(=[O:26])[C:20]1[CH:25]=[CH:24][CH:23]=[CH:22][CH:21]=1.[CH:28](Cl)(Cl)Cl. The yield is 0.100. No catalyst specified.